Dataset: Full USPTO retrosynthesis dataset with 1.9M reactions from patents (1976-2016). Task: Predict the reactants needed to synthesize the given product. (1) Given the product [F:22][C:16]1[CH:17]=[C:18]([F:21])[CH:19]=[CH:20][C:15]=1[C:11]1[N:12]=[N:13][CH:14]=[C:9]([C:4]2[CH:5]=[CH:6][C:7]([F:8])=[C:2]([C:26]3[CH:27]=[CH:28][CH:29]=[CH:30][C:25]=3[C:24]([F:35])([F:34])[F:23])[CH:3]=2)[N:10]=1, predict the reactants needed to synthesize it. The reactants are: Br[C:2]1[CH:3]=[C:4]([C:9]2[N:10]=[C:11]([C:15]3[CH:20]=[CH:19][C:18]([F:21])=[CH:17][C:16]=3[F:22])[N:12]=[N:13][CH:14]=2)[CH:5]=[CH:6][C:7]=1[F:8].[F:23][C:24]([F:35])([F:34])[C:25]1[CH:30]=[CH:29][CH:28]=[CH:27][C:26]=1B(O)O. (2) Given the product [OH:1][C:2]1[C:7](=[O:8])[CH:6]=[CH:5][N:4]([CH3:9])[C:3]=1[CH:18]([OH:17])[C:19]([F:22])([F:21])[F:20], predict the reactants needed to synthesize it. The reactants are: [OH:1][C:2]1[C:7](=[O:8])[CH:6]=[CH:5][N:4]([CH3:9])[CH:3]=1.C([O-])([O-])=O.[K+].[K+].C[O:17][CH:18](O)[C:19]([F:22])([F:21])[F:20]. (3) Given the product [CH2:41]([N:43]([CH2:44][CH2:45][C:46]1[CH:47]=[CH:48][C:49]([O:52][CH2:53][CH2:54][N:55]2[CH2:60][CH2:59][CH2:58][CH2:57][CH2:56]2)=[CH:50][CH:51]=1)[C:61]1[CH:66]=[CH:65][CH:64]=[CH:63][C:62]=1[CH:67]1[CH2:76][CH2:75][C:74]2[CH:73]=[C:72]([OH:77])[CH:71]=[CH:70][C:69]=2[CH2:68]1)[CH3:42], predict the reactants needed to synthesize it. The reactants are: C(N(C1C=CC=CC=1C1CCC2C(=CC=C(OC)C=2)C1)CCC1C=CC(O)=CC=1)C.Cl.ClCCN1CCCCC1.[CH2:41]([N:43]([C:61]1[CH:66]=[CH:65][CH:64]=[CH:63][C:62]=1[CH:67]1[CH2:76][CH2:75][C:74]2[C:69](=[CH:70][CH:71]=[C:72]([O:77]C)[CH:73]=2)[CH2:68]1)[CH2:44][CH2:45][C:46]1[CH:51]=[CH:50][C:49]([O:52][CH2:53][CH2:54][N:55]2[CH2:60][CH2:59][CH2:58][CH2:57][CH2:56]2)=[CH:48][CH:47]=1)[CH3:42]. (4) Given the product [CH2:3]1[C:4]2[C:9](=[CH:8][CH:7]=[CH:6][CH:5]=2)[CH2:1][CH:2]1[C@H:10]1[NH:15][C:14](=[O:16])[C@@H:13]([CH:17]([CH2:18][CH3:19])[CH2:20][CH3:21])[N:12]([C@H:22]([C:26]2[CH:27]=[N:28][C:29]([CH3:32])=[CH:30][CH:31]=2)[C:23]([NH:37][CH3:34])=[O:25])[C:11]1=[O:33], predict the reactants needed to synthesize it. The reactants are: [CH2:1]1[C:9]2[C:4](=[CH:5][CH:6]=[CH:7][CH:8]=2)[CH2:3][CH:2]1[C@H:10]1[NH:15][C:14](=[O:16])[C@@H:13]([CH:17]([CH2:20][CH3:21])[CH2:18][CH3:19])[N:12]([CH:22]([C:26]2[CH:27]=[N:28][C:29]([CH3:32])=[CH:30][CH:31]=2)[C:23]([OH:25])=O)[C:11]1=[O:33].[CH:34]([N:37](CC)C(C)C)(C)C.CN(C(ON1N=NC2C=CC=CC1=2)=[N+](C)C)C.[B-](F)(F)(F)F.CN.